From a dataset of Catalyst prediction with 721,799 reactions and 888 catalyst types from USPTO. Predict which catalyst facilitates the given reaction. (1) Reactant: [CH3:1][S:2](Cl)(=[O:4])=[O:3].[O:6]1[CH2:10][C@H:9]([OH:11])[C@H:8]([OH:12])[CH2:7]1.CCN(CC)CC. Product: [CH3:1][S:2]([O:12][C@H:8]1[C@@H:9]([O:11][S:2]([CH3:1])(=[O:4])=[O:3])[CH2:10][O:6][CH2:7]1)(=[O:4])=[O:3]. The catalyst class is: 2. (2) Reactant: [C:1]([N:8]1[C@@H:15]([C:16]2[CH:21]=[CH:20][CH:19]=[CH:18][CH:17]=2)[CH2:14][CH2:13][C@H:9]1C(O)=O)(OC(C)(C)C)=[O:2].S(C)C.Cl. Product: [OH:2][CH2:1][N:8]1[C@@H:15]([C:16]2[CH:21]=[CH:20][CH:19]=[CH:18][CH:17]=2)[CH2:14][CH2:13][CH2:9]1. The catalyst class is: 1.